From a dataset of NCI-60 drug combinations with 297,098 pairs across 59 cell lines. Regression. Given two drug SMILES strings and cell line genomic features, predict the synergy score measuring deviation from expected non-interaction effect. (1) Drug 1: CC1=C(C(=CC=C1)Cl)NC(=O)C2=CN=C(S2)NC3=CC(=NC(=N3)C)N4CCN(CC4)CCO. Drug 2: CC1C(C(CC(O1)OC2CC(CC3=C2C(=C4C(=C3O)C(=O)C5=C(C4=O)C(=CC=C5)OC)O)(C(=O)CO)O)N)O.Cl. Cell line: SF-539. Synergy scores: CSS=49.8, Synergy_ZIP=-3.37, Synergy_Bliss=0.0622, Synergy_Loewe=1.51, Synergy_HSA=3.21. (2) Drug 1: CC1=CC=C(C=C1)C2=CC(=NN2C3=CC=C(C=C3)S(=O)(=O)N)C(F)(F)F. Drug 2: CC(C)CN1C=NC2=C1C3=CC=CC=C3N=C2N. Cell line: RXF 393. Synergy scores: CSS=-4.94, Synergy_ZIP=1.23, Synergy_Bliss=-0.909, Synergy_Loewe=-3.56, Synergy_HSA=-2.85. (3) Drug 1: CC1=C2C(C(=O)C3(C(CC4C(C3C(C(C2(C)C)(CC1OC(=O)C(C(C5=CC=CC=C5)NC(=O)C6=CC=CC=C6)O)O)OC(=O)C7=CC=CC=C7)(CO4)OC(=O)C)O)C)OC(=O)C. Drug 2: CN1C2=C(C=C(C=C2)N(CCCl)CCCl)N=C1CCCC(=O)O.Cl. Cell line: UACC-257. Synergy scores: CSS=9.89, Synergy_ZIP=1.06, Synergy_Bliss=3.98, Synergy_Loewe=-1.36, Synergy_HSA=3.56. (4) Drug 1: CC12CCC(CC1=CCC3C2CCC4(C3CC=C4C5=CN=CC=C5)C)O. Drug 2: CC1=C(C(=CC=C1)Cl)NC(=O)C2=CN=C(S2)NC3=CC(=NC(=N3)C)N4CCN(CC4)CCO. Cell line: OVCAR3. Synergy scores: CSS=21.6, Synergy_ZIP=-6.77, Synergy_Bliss=-0.351, Synergy_Loewe=-3.57, Synergy_HSA=0.843. (5) Drug 1: C1=CC(=C2C(=C1NCCNCCO)C(=O)C3=C(C=CC(=C3C2=O)O)O)NCCNCCO. Drug 2: C1=CC=C(C=C1)NC(=O)CCCCCCC(=O)NO. Cell line: SW-620. Synergy scores: CSS=41.4, Synergy_ZIP=0.227, Synergy_Bliss=0.489, Synergy_Loewe=-9.40, Synergy_HSA=2.98. (6) Drug 1: CCC1=C2CN3C(=CC4=C(C3=O)COC(=O)C4(CC)O)C2=NC5=C1C=C(C=C5)O. Drug 2: C(CC(=O)O)C(=O)CN.Cl. Cell line: BT-549. Synergy scores: CSS=36.1, Synergy_ZIP=-0.439, Synergy_Bliss=-0.179, Synergy_Loewe=-15.7, Synergy_HSA=2.60. (7) Drug 1: C1CC(=O)NC(=O)C1N2CC3=C(C2=O)C=CC=C3N. Drug 2: C1C(C(OC1N2C=NC3=C(N=C(N=C32)Cl)N)CO)O. Cell line: EKVX. Synergy scores: CSS=-0.487, Synergy_ZIP=0.997, Synergy_Bliss=-1.83, Synergy_Loewe=-4.05, Synergy_HSA=-5.12. (8) Drug 1: CC1CCC2CC(C(=CC=CC=CC(CC(C(=O)C(C(C(=CC(C(=O)CC(OC(=O)C3CCCCN3C(=O)C(=O)C1(O2)O)C(C)CC4CCC(C(C4)OC)O)C)C)O)OC)C)C)C)OC. Drug 2: CC1=C(C(=O)C2=C(C1=O)N3CC4C(C3(C2COC(=O)N)OC)N4)N. Cell line: ACHN. Synergy scores: CSS=54.0, Synergy_ZIP=-2.97, Synergy_Bliss=1.14, Synergy_Loewe=-2.36, Synergy_HSA=1.30. (9) Drug 1: C1CN(CCN1C(=O)CCBr)C(=O)CCBr. Drug 2: CC1C(C(CC(O1)OC2CC(CC3=C2C(=C4C(=C3O)C(=O)C5=CC=CC=C5C4=O)O)(C(=O)C)O)N)O. Cell line: HCT116. Synergy scores: CSS=35.9, Synergy_ZIP=-7.40, Synergy_Bliss=-8.09, Synergy_Loewe=-5.36, Synergy_HSA=-4.45. (10) Synergy scores: CSS=11.8, Synergy_ZIP=1.93, Synergy_Bliss=2.04, Synergy_Loewe=-10.2, Synergy_HSA=-1.43. Drug 1: C1=CN(C=N1)CC(O)(P(=O)(O)O)P(=O)(O)O. Drug 2: C1CN1C2=NC(=NC(=N2)N3CC3)N4CC4. Cell line: KM12.